This data is from NCI-60 drug combinations with 297,098 pairs across 59 cell lines. The task is: Regression. Given two drug SMILES strings and cell line genomic features, predict the synergy score measuring deviation from expected non-interaction effect. Drug 1: C1=CC(=CC=C1CC(C(=O)O)N)N(CCCl)CCCl.Cl. Drug 2: CC1=C(C(=CC=C1)Cl)NC(=O)C2=CN=C(S2)NC3=CC(=NC(=N3)C)N4CCN(CC4)CCO. Cell line: MDA-MB-435. Synergy scores: CSS=-6.74, Synergy_ZIP=7.51, Synergy_Bliss=7.79, Synergy_Loewe=1.92, Synergy_HSA=-1.31.